From a dataset of Reaction yield outcomes from USPTO patents with 853,638 reactions. Predict the reaction yield, written as a fraction of the theoretical maximum amount of product (1.0 means a 100% yield; for example, 0.34 means a 34% yield). (1) The reactants are C(NC(C)C)(C)C.C([Li])CCC.[C:13](=[O:31])([O:19][C:20]1[C:24]2[CH:25]=[CH:26][C:27]([F:30])=[C:28]([F:29])[C:23]=2[O:22][N:21]=1)[O:14][C:15]([CH3:18])([CH3:17])[CH3:16].CN(C)[CH:34]=[O:35]. The catalyst is C1COCC1. The product is [C:13](=[O:31])([O:19][C:20]1[C:24]2[CH:25]=[C:26]([CH:34]=[O:35])[C:27]([F:30])=[C:28]([F:29])[C:23]=2[O:22][N:21]=1)[O:14][C:15]([CH3:18])([CH3:17])[CH3:16]. The yield is 0.680. (2) The reactants are Cl[CH2:2][CH2:3][CH2:4][O:5][C:6]1[C:13]([O:14][CH3:15])=[CH:12][C:9]([CH:10]=[O:11])=[C:8]([N+:16]([O-:18])=[O:17])[CH:7]=1.C(=O)([O-])[O-].[K+].[K+].[NH:25]1[CH2:30][CH2:29][O:28][CH2:27][CH2:26]1.[I-].[Na+]. The catalyst is C1(C)C=CC=CC=1.[Br-].C([N+](CCCC)(CCCC)CCCC)CCC.O. The product is [CH3:15][O:14][C:13]1[C:6]([O:5][CH2:4][CH2:3][CH2:2][N:25]2[CH2:30][CH2:29][O:28][CH2:27][CH2:26]2)=[CH:7][C:8]([N+:16]([O-:18])=[O:17])=[C:9]([CH:12]=1)[CH:10]=[O:11]. The yield is 0.540. (3) The reactants are [F:1][C:2]([F:15])([F:14])[C:3]1[CH:13]=[CH:12][C:6](/[CH:7]=[CH:8]/[C:9]([OH:11])=O)=[CH:5][CH:4]=1.ClC(N(C)C)=C(C)C.[CH2:24]([N:31]1[CH2:36][CH2:35][N:34]([C:37](=[O:57])[C@@H:38]([NH:46][CH2:47][C:48]2[CH:49]=[C:50]3[C:54](=[CH:55][CH:56]=2)[NH:53][CH:52]=[CH:51]3)[CH2:39][C:40]2[CH:45]=[CH:44][CH:43]=[CH:42][CH:41]=2)[CH2:33][CH2:32]1)[C:25]1[CH:30]=[CH:29][CH:28]=[CH:27][CH:26]=1. The catalyst is C(Cl)Cl. The product is [CH2:39]([C@H:38]([N:46]([CH2:47][C:48]1[CH:49]=[C:50]2[C:54](=[CH:55][CH:56]=1)[NH:53][CH:52]=[CH:51]2)[C:9](=[O:11])[CH:8]=[CH:7][C:6]1[CH:5]=[CH:4][C:3]([C:2]([F:1])([F:15])[F:14])=[CH:13][CH:12]=1)[C:37]([N:34]1[CH2:33][CH2:32][N:31]([CH2:24][C:25]2[CH:30]=[CH:29][CH:28]=[CH:27][CH:26]=2)[CH2:36][CH2:35]1)=[O:57])[C:40]1[CH:45]=[CH:44][CH:43]=[CH:42][CH:41]=1. The yield is 0.390. (4) The reactants are [CH2:1]([N:8]([CH2:28][C:29]1[CH:34]=[CH:33][CH:32]=[CH:31][CH:30]=1)[C@H:9]1[CH2:18][C:17]2[C:12](=[CH:13][CH:14]=[CH:15][C:16]=2B2OC(C)(C)C(C)(C)O2)[O:11][CH2:10]1)[C:2]1[CH:7]=[CH:6][CH:5]=[CH:4][CH:3]=1.Br[C:36]1[CH:37]=[N:38][C:39]([CH:42]2[CH2:44][CH2:43]2)=[N:40][CH:41]=1. No catalyst specified. The product is [CH2:28]([N:8]([CH2:1][C:2]1[CH:3]=[CH:4][CH:5]=[CH:6][CH:7]=1)[C@H:9]1[CH2:18][C:17]2[C:12](=[CH:13][CH:14]=[CH:15][C:16]=2[C:36]2[CH:37]=[N:38][C:39]([CH:42]3[CH2:44][CH2:43]3)=[N:40][CH:41]=2)[O:11][CH2:10]1)[C:29]1[CH:30]=[CH:31][CH:32]=[CH:33][CH:34]=1. The yield is 0.530. (5) The reactants are [CH:1]([C:3]1[CH:8]=[CH:7][N:6]=[CH:5][CH:4]=1)=[CH2:2].Br[C:10]1[CH:15]=[CH:14][CH:13]=[C:12]([N+:16]([O-:18])=[O:17])[CH:11]=1.CC([O-])=O.[Na+].C1C=CC(P(C2C=CC=CC=2)C2C=CC=CC=2)=CC=1. The catalyst is CN(C)C=O.CC([O-])=O.CC([O-])=O.[Pd+2]. The product is [N+:16]([C:12]1[CH:11]=[C:10](/[CH:2]=[CH:1]/[C:3]2[CH:8]=[CH:7][N:6]=[CH:5][CH:4]=2)[CH:15]=[CH:14][CH:13]=1)([O-:18])=[O:17]. The yield is 0.530. (6) The reactants are [Br:1][C:2]1[CH:7]=[C:6]([CH2:8][CH3:9])[N:5]=[C:4]([S:10][CH2:11][CH3:12])[C:3]=1N.[H+].[B-](F)(F)(F)F.N(OCCC(C)C)=O.O[PH2]=O. The catalyst is CCO. The product is [Br:1][C:2]1[CH:7]=[C:6]([CH2:8][CH3:9])[N:5]=[C:4]([S:10][CH2:11][CH3:12])[CH:3]=1. The yield is 0.760. (7) The reactants are [P].[S].[CH3:3][O:4][CH2:5][C:6]1[O:10][C:9]([C:11](=[O:15])[CH2:12][C:13]#[N:14])=[CH:8][CH:7]=1.[H-].[Na+].[C:18](=S)=[S:19].CI.[CH3:23][S:24]([CH3:26])=O. The yield is 0.710. The product is [CH3:3][O:4][CH2:5][C:6]1[O:10][C:9]([C:11]([C:12](=[C:23]([S:19][CH3:18])[S:24][CH3:26])[C:13]#[N:14])=[O:15])=[CH:8][CH:7]=1. No catalyst specified.